This data is from TCR-epitope binding with 47,182 pairs between 192 epitopes and 23,139 TCRs. The task is: Binary Classification. Given a T-cell receptor sequence (or CDR3 region) and an epitope sequence, predict whether binding occurs between them. (1) The epitope is EIYKRWII. The TCR CDR3 sequence is CSASLPTGVEQYF. Result: 0 (the TCR does not bind to the epitope). (2) The epitope is NQKLIANQF. The TCR CDR3 sequence is CASSLAGGSWDTEAFF. Result: 1 (the TCR binds to the epitope). (3) The epitope is FLPRVFSAV. The TCR CDR3 sequence is CASSQEGWTGGITEKLFF. Result: 0 (the TCR does not bind to the epitope). (4) The epitope is KLSALGINAV. The TCR CDR3 sequence is CAISRDGLTSTDTQYF. Result: 0 (the TCR does not bind to the epitope). (5) The epitope is YLKLTDNVYIK. The TCR CDR3 sequence is CASSIRGSGELFF. Result: 0 (the TCR does not bind to the epitope). (6) The epitope is TEILPVSMTK. The TCR CDR3 sequence is CASSQDSGPGNTIYF. Result: 0 (the TCR does not bind to the epitope). (7) The epitope is SLVKPSFYV. The TCR CDR3 sequence is CASSVRSGWQPQHF. Result: 0 (the TCR does not bind to the epitope). (8) The epitope is ILGLPTQTV. The TCR CDR3 sequence is CSARDPSARAIYGYTF. Result: 0 (the TCR does not bind to the epitope).